Dataset: Forward reaction prediction with 1.9M reactions from USPTO patents (1976-2016). Task: Predict the product of the given reaction. The product is: [CH3:1][C:14]1[C:15]([C:25]([CH3:27])([CH3:26])[CH3:28])=[CH:16][C:17]2[C:18]3[C:10](=[CH:9][C:37]([CH3:38])=[C:20]([C:21]([CH3:22])([CH3:24])[CH3:23])[CH:19]=3)[CH2:11][C:12]=2[CH:13]=1. Given the reactants [CH3:1]OC(C)(C)C.BrC1[C:20]([C:21]([CH3:24])([CH3:23])[CH3:22])=[CH:19][C:18]2[C:17]3[C:12](=[CH:13][C:14](Br)=[C:15]([C:25]([CH3:28])([CH3:27])[CH3:26])[CH:16]=3)[CH2:11][C:10]=2[CH:9]=1.C[Mg]Br.Cl.C(O[CH2:37][CH3:38])C, predict the reaction product.